This data is from Reaction yield outcomes from USPTO patents with 853,638 reactions. The task is: Predict the reaction yield, written as a fraction of the theoretical maximum amount of product (1.0 means a 100% yield; for example, 0.34 means a 34% yield). (1) The reactants are [C:1]([C:5]1[CH:10]=[CH:9][N:8]=[CH:7][CH:6]=1)([CH3:4])([CH3:3])[CH3:2].[OH:11]O. The catalyst is C(O)(=O)C. The product is [C:1]([C:5]1[CH:10]=[CH:9][N+:8]([O-:11])=[CH:7][CH:6]=1)([CH3:4])([CH3:3])[CH3:2]. The yield is 0.880. (2) The reactants are [F:1][C:2]1[CH:29]=[CH:28][C:5]([O:6][C:7]2[CH:8]=[C:9]([NH:13][CH2:14][C:15]3[CH:20]=[CH:19][CH:18]=[C:17]([O:21][C:22]([F:27])([F:26])[CH:23]([F:25])[F:24])[CH:16]=3)[CH:10]=[CH:11][CH:12]=2)=[CH:4][CH:3]=1.[F:30][C:31]([F:36])([F:35])[CH:32]1[O:34][CH2:33]1. The catalyst is C(#N)C.FC(F)(F)S([O-])(=O)=O.[Yb+3].FC(F)(F)S([O-])(=O)=O.FC(F)(F)S([O-])(=O)=O. The product is [F:1][C:2]1[CH:3]=[CH:4][C:5]([O:6][C:7]2[CH:8]=[C:9]([N:13]([CH2:14][C:15]3[CH:20]=[CH:19][CH:18]=[C:17]([O:21][C:22]([F:26])([F:27])[CH:23]([F:24])[F:25])[CH:16]=3)[CH2:33][CH:32]([OH:34])[C:31]([F:36])([F:35])[F:30])[CH:10]=[CH:11][CH:12]=2)=[CH:28][CH:29]=1. The yield is 0.810. (3) The reactants are [CH3:1][C:2]1[CH:6]=[C:5]([C:7]([N:9]2[CH2:14][CH2:13][N:12]([CH3:15])[CH2:11][CH2:10]2)=[O:8])[S:4][C:3]=1[C:16]1[CH:17]=[C:18]2[C:23](=[C:24]([O:26]COCC[Si](C)(C)C)[CH:25]=1)[N:22]=[CH:21][N:20](COCC[Si](C)(C)C)[C:19]2=[O:43].O.C(=O)([O-])O.[Na+]. The catalyst is C(O)=O. The product is [OH:26][C:24]1[CH:25]=[C:16]([C:3]2[S:4][C:5]([C:7]([N:9]3[CH2:14][CH2:13][N:12]([CH3:15])[CH2:11][CH2:10]3)=[O:8])=[CH:6][C:2]=2[CH3:1])[CH:17]=[C:18]2[C:23]=1[N:22]=[CH:21][NH:20][C:19]2=[O:43]. The yield is 0.200. (4) The reactants are [C:1]([C:5]1[CH:10]=[CH:9][CH:8]=[CH:7][CH:6]=1)(=O)[CH2:2][CH3:3].[Br:11][C:12]1[CH:13]=[C:14]([C:22]([C:24]2[CH:29]=[CH:28][C:27]([OH:30])=[CH:26][CH:25]=2)=O)[CH:15]=[CH:16][C:17]=1[O:18][CH2:19][CH2:20][Br:21]. No catalyst specified. The product is [Br:11][C:12]1[CH:13]=[C:14]([C:22]([C:24]2[CH:29]=[CH:28][C:27]([OH:30])=[CH:26][CH:25]=2)=[C:1]([C:5]2[CH:10]=[CH:9][CH:8]=[CH:7][CH:6]=2)[CH2:2][CH3:3])[CH:15]=[CH:16][C:17]=1[O:18][CH2:19][CH2:20][Br:21]. The yield is 0.360. (5) The reactants are I[C:2]1[C:10]2[C:5](=[N:6][CH:7]=[C:8]([NH2:11])[CH:9]=2)[N:4]([CH3:12])[N:3]=1.[F:13][C:14]1[CH:15]=[C:16](B(O)O)[CH:17]=[CH:18][C:19]=1[O:20][CH3:21].P([O-])([O-])([O-])=O.[K+].[K+].[K+].C1CCC(P(C2C(C3C=CC=CC=3)=CC=CC=2)C2CCCCC2)CC1. The catalyst is C([O-])(=O)C.[Pd+2].C([O-])(=O)C.O.C1(C)C=CC=CC=1. The product is [F:13][C:14]1[CH:15]=[C:16]([C:2]2[C:10]3[C:5](=[N:6][CH:7]=[C:8]([NH2:11])[CH:9]=3)[N:4]([CH3:12])[N:3]=2)[CH:17]=[CH:18][C:19]=1[O:20][CH3:21]. The yield is 0.700. (6) The reactants are [C:1]([C:3]1[N:8]=[C:7]([CH2:9][NH:10][C:11](=[O:17])[O:12][C:13]([CH3:16])([CH3:15])[CH3:14])[CH:6]=[CH:5][CH:4]=1)#[N:2].[C:18](OC)(=[O:26])[C:19]1[C:20](=[CH:22][CH:23]=[CH:24][CH:25]=1)[SH:21].C(N(CC)CC)C. The catalyst is C1(C)C=CC=CC=1. The product is [O:26]=[C:18]1[C:19]2[CH:25]=[CH:24][CH:23]=[CH:22][C:20]=2[S:21][C:1]([C:3]2[N:8]=[C:7]([CH2:9][NH:10][C:11](=[O:17])[O:12][C:13]([CH3:14])([CH3:16])[CH3:15])[CH:6]=[CH:5][CH:4]=2)=[N:2]1. The yield is 0.720. (7) The reactants are [CH3:1][C:2]1[CH:3]([C:10]2[CH:15]=[CH:14][CH:13]=[CH:12][C:11]=2[CH:16]=[N:17][C:18]2[C:23]([CH3:24])=[CH:22][C:21]([CH3:25])=[CH:20][C:19]=2[CH3:26])[C:4]([CH3:9])=[C:5]([CH3:8])[C:6]=1[CH3:7].[BH4-].[Na+].O.C1(C)C=CC=CC=1. The catalyst is C(O)(=O)C. The product is [CH3:9][C:4]1[CH:3]([C:10]2[CH:15]=[CH:14][CH:13]=[CH:12][C:11]=2[CH2:16][NH:17][C:18]2[C:23]([CH3:24])=[CH:22][C:21]([CH3:25])=[CH:20][C:19]=2[CH3:26])[C:2]([CH3:1])=[C:6]([CH3:7])[C:5]=1[CH3:8]. The yield is 0.695. (8) The reactants are [Si:1]([O:8][C:9]1[CH:10]=[CH:11][C:12]([N:16]2[C:20](=[O:21])[C:19]3=[CH:22][CH:23]=[CH:24][CH:25]=[C:18]3[C:17]2=[O:26])=[C:13]([CH:15]=1)[NH2:14])([C:4]([CH3:7])([CH3:6])[CH3:5])([CH3:3])[CH3:2].[C:27](Cl)(Cl)=[O:28].[N:31]1[CH:36]=[CH:35][C:34]([N:37]2[CH2:42][CH2:41][CH:40]([CH2:43][OH:44])[CH2:39][CH2:38]2)=[CH:33][CH:32]=1. The product is [Si:1]([O:8][C:9]1[CH:10]=[CH:11][C:12]([N:16]2[C:17](=[O:26])[C:18]3=[CH:25][CH:24]=[CH:23][CH:22]=[C:19]3[C:20]2=[O:21])=[C:13]([CH:15]=1)[NH:14][C:27]([O:44][CH2:43][CH:40]1[CH2:39][CH2:38][N:37]([C:34]2[CH:35]=[CH:36][N:31]=[CH:32][CH:33]=2)[CH2:42][CH2:41]1)=[O:28])([C:4]([CH3:7])([CH3:6])[CH3:5])([CH3:3])[CH3:2]. The catalyst is C1(C)C=CC=CC=1.C(Cl)Cl.CCCCCC. The yield is 0.900. (9) The reactants are Br[C:2]1[C:7]([C:8]([F:11])([F:10])[F:9])=[CH:6][C:5]([NH:12][C:13]2[N:17]=[C:16]([NH2:18])[NH:15][N:14]=2)=[CH:4][C:3]=1[Cl:19].CN1C(C)(C)CC(SC2C=CC(B3OC(C)(C)C(C)(C)O3)=CC=2)CC1(C)C.[CH3:47][NH:48][C:49]([C:51]1[CH:56]=[CH:55][C:54](B(O)O)=[CH:53][CH:52]=1)=[O:50].C([O-])([O-])=O.[K+].[K+]. The catalyst is COCCOC.O1CCOCC1.CO.C1C=CC([P]([Pd]([P](C2C=CC=CC=2)(C2C=CC=CC=2)C2C=CC=CC=2)([P](C2C=CC=CC=2)(C2C=CC=CC=2)C2C=CC=CC=2)[P](C2C=CC=CC=2)(C2C=CC=CC=2)C2C=CC=CC=2)(C2C=CC=CC=2)C2C=CC=CC=2)=CC=1. The product is [NH2:18][C:16]1[NH:15][N:14]=[C:13]([NH:12][C:5]2[CH:6]=[C:7]([C:8]([F:11])([F:10])[F:9])[C:2]([C:54]3[CH:55]=[CH:56][C:51]([C:49]([NH:48][CH3:47])=[O:50])=[CH:52][CH:53]=3)=[C:3]([Cl:19])[CH:4]=2)[N:17]=1. The yield is 0.350. (10) The reactants are C(Cl)CCl.C[C:6]1[C:14]2[C:9](=[CH:10][CH:11]=[CH:12][CH:13]=2)[NH:8][C:7]=1[CH2:15]NC.Cl.[O:19]=[C:20]1[NH:29][C:28]2[N:27]=[CH:26][C:25]([CH:30]=[CH:31][C:32]([OH:34])=O)=[CH:24][C:23]=2[CH2:22][CH2:21]1.C1C=CC2N(O)N=[N:41][C:39]=2C=1.CCN(C(C)C)C(C)C. The catalyst is CN(C=O)C.O. The product is [CH3:39][NH:41][C:32](=[O:34])[C:31]([CH2:15][C:7]1[NH:8][C:9]2[C:14]([CH:6]=1)=[CH:13][CH:12]=[CH:11][CH:10]=2)=[CH:30][C:25]1[CH:26]=[N:27][C:28]2[NH:29][C:20](=[O:19])[CH2:21][CH2:22][C:23]=2[CH:24]=1. The yield is 0.270.